The task is: Regression. Given two drug SMILES strings and cell line genomic features, predict the synergy score measuring deviation from expected non-interaction effect.. This data is from NCI-60 drug combinations with 297,098 pairs across 59 cell lines. (1) Drug 1: C1CN(CCN1C(=O)CCBr)C(=O)CCBr. Drug 2: B(C(CC(C)C)NC(=O)C(CC1=CC=CC=C1)NC(=O)C2=NC=CN=C2)(O)O. Cell line: NCI-H322M. Synergy scores: CSS=3.07, Synergy_ZIP=-7.45, Synergy_Bliss=-12.4, Synergy_Loewe=-30.6, Synergy_HSA=-11.7. (2) Drug 1: C1=CC(=C2C(=C1NCCNCCO)C(=O)C3=C(C=CC(=C3C2=O)O)O)NCCNCCO. Drug 2: CS(=O)(=O)CCNCC1=CC=C(O1)C2=CC3=C(C=C2)N=CN=C3NC4=CC(=C(C=C4)OCC5=CC(=CC=C5)F)Cl. Cell line: LOX IMVI. Synergy scores: CSS=40.3, Synergy_ZIP=3.98, Synergy_Bliss=2.60, Synergy_Loewe=-18.3, Synergy_HSA=3.50. (3) Synergy scores: CSS=22.8, Synergy_ZIP=-4.74, Synergy_Bliss=1.03, Synergy_Loewe=-9.77, Synergy_HSA=-2.99. Drug 1: C1=CC(=CC=C1CC(C(=O)O)N)N(CCCl)CCCl.Cl. Drug 2: CN(CCCl)CCCl.Cl. Cell line: HT29. (4) Cell line: OVCAR3. Drug 2: COCCOC1=C(C=C2C(=C1)C(=NC=N2)NC3=CC=CC(=C3)C#C)OCCOC.Cl. Synergy scores: CSS=26.0, Synergy_ZIP=-4.33, Synergy_Bliss=-2.87, Synergy_Loewe=-4.24, Synergy_HSA=-0.155. Drug 1: CN(CCCl)CCCl.Cl. (5) Drug 1: CC(C1=C(C=CC(=C1Cl)F)Cl)OC2=C(N=CC(=C2)C3=CN(N=C3)C4CCNCC4)N. Drug 2: CC=C1C(=O)NC(C(=O)OC2CC(=O)NC(C(=O)NC(CSSCCC=C2)C(=O)N1)C(C)C)C(C)C. Cell line: NCI/ADR-RES. Synergy scores: CSS=0.581, Synergy_ZIP=0.574, Synergy_Bliss=-0.280, Synergy_Loewe=-0.404, Synergy_HSA=-1.21. (6) Drug 1: CCC1=CC2CC(C3=C(CN(C2)C1)C4=CC=CC=C4N3)(C5=C(C=C6C(=C5)C78CCN9C7C(C=CC9)(C(C(C8N6C)(C(=O)OC)O)OC(=O)C)CC)OC)C(=O)OC.C(C(C(=O)O)O)(C(=O)O)O. Drug 2: C1CCC(CC1)NC(=O)N(CCCl)N=O. Cell line: CCRF-CEM. Synergy scores: CSS=53.6, Synergy_ZIP=0.156, Synergy_Bliss=0.119, Synergy_Loewe=-6.66, Synergy_HSA=1.83. (7) Drug 1: CCCS(=O)(=O)NC1=C(C(=C(C=C1)F)C(=O)C2=CNC3=C2C=C(C=N3)C4=CC=C(C=C4)Cl)F. Drug 2: CC12CCC3C(C1CCC2O)C(CC4=C3C=CC(=C4)O)CCCCCCCCCS(=O)CCCC(C(F)(F)F)(F)F. Cell line: MDA-MB-435. Synergy scores: CSS=29.1, Synergy_ZIP=2.46, Synergy_Bliss=4.26, Synergy_Loewe=-7.93, Synergy_HSA=3.41. (8) Cell line: HOP-62. Drug 2: C1CC(=O)NC(=O)C1N2CC3=C(C2=O)C=CC=C3N. Drug 1: CN1CCC(CC1)COC2=C(C=C3C(=C2)N=CN=C3NC4=C(C=C(C=C4)Br)F)OC. Synergy scores: CSS=3.60, Synergy_ZIP=-0.0803, Synergy_Bliss=-0.312, Synergy_Loewe=1.28, Synergy_HSA=0.277. (9) Drug 1: CC1=CC2C(CCC3(C2CCC3(C(=O)C)OC(=O)C)C)C4(C1=CC(=O)CC4)C. Drug 2: C1=CC(=CC=C1C#N)C(C2=CC=C(C=C2)C#N)N3C=NC=N3. Cell line: NCI-H322M. Synergy scores: CSS=-0.997, Synergy_ZIP=2.08, Synergy_Bliss=-2.02, Synergy_Loewe=-4.31, Synergy_HSA=-6.22.